This data is from Reaction yield outcomes from USPTO patents with 853,638 reactions. The task is: Predict the reaction yield, written as a fraction of the theoretical maximum amount of product (1.0 means a 100% yield; for example, 0.34 means a 34% yield). (1) The reactants are [F:1][C:2]1[CH:9]=[CH:8][C:5]([C:6]#[N:7])=[C:4]([OH:10])[CH:3]=1.[CH3:11][N:12]([CH3:16])[C:13](Cl)=[O:14].C(N(CC)CC)C. The catalyst is ClC(Cl)C. The product is [C:6]([C:5]1[CH:8]=[CH:9][C:2]([F:1])=[CH:3][C:4]=1[O:10][C:13](=[O:14])[N:12]([CH3:16])[CH3:11])#[N:7]. The yield is 0.670. (2) The reactants are [NH2:1][C:2]([C:21]1[CH:22]=[C:23]([CH2:27][CH2:28][CH2:29][CH2:30][CH2:31][CH2:32][C:33]([O:35]CC)=[O:34])[CH:24]=[CH:25][CH:26]=1)([C:10]1[CH:15]=[C:14]([C:16]([F:19])([F:18])[F:17])[CH:13]=[C:12]([F:20])[CH:11]=1)[CH2:3][C:4]1[CH:9]=[CH:8][CH:7]=[CH:6][CH:5]=1.[CH:38]1([N:43]=[C:44]=[O:45])[CH2:42][CH2:41][CH2:40][CH2:39]1.C1COCC1.[OH-].[Li+]. The catalyst is C(Cl)Cl. The product is [CH:38]1([NH:43][C:44](=[O:45])[NH:1][C:2]([C:21]2[CH:22]=[C:23]([CH2:27][CH2:28][CH2:29][CH2:30][CH2:31][CH2:32][C:33]([OH:35])=[O:34])[CH:24]=[CH:25][CH:26]=2)([C:10]2[CH:15]=[C:14]([C:16]([F:18])([F:17])[F:19])[CH:13]=[C:12]([F:20])[CH:11]=2)[CH2:3][C:4]2[CH:9]=[CH:8][CH:7]=[CH:6][CH:5]=2)[CH2:42][CH2:41][CH2:40][CH2:39]1. The yield is 0.530. (3) The reactants are [C:1]([C:4]1([CH3:12])[NH:8][CH:7]([C:9]([OH:11])=[O:10])[CH2:6][S:5]1)([OH:3])=[O:2].[OH2:13]. The catalyst is Cl. The product is [C:1]([CH:4]([NH:8][C@H:7]([C:9]([OH:11])=[O:10])[CH2:6][SH:5])[CH3:12])([OH:3])=[O:2].[C:1]([OH:3])(=[O:2])[CH:4]([CH3:12])[OH:13].[NH2:8][C@H:7]([C:9]([OH:11])=[O:10])[CH2:6][SH:5]. The yield is 0.660.